The task is: Predict the reaction yield, written as a fraction of the theoretical maximum amount of product (1.0 means a 100% yield; for example, 0.34 means a 34% yield).. This data is from Reaction yield outcomes from USPTO patents with 853,638 reactions. (1) The reactants are [CH2:1]([N:8]1[CH2:13][CH2:12][N:11]([C:14]2[CH:20]=[CH:19][C:17]([NH2:18])=[C:16]([CH2:21][S:22]([C:25]3[CH:30]=[CH:29][CH:28]=[CH:27][CH:26]=3)(=[O:24])=[O:23])[CH:15]=2)[CH2:10][CH2:9]1)[C:2]1[CH:7]=[CH:6][CH:5]=[CH:4][CH:3]=1.[N:31]([O-])=O.[Na+].[OH-].[Na+].[ClH:37]. The catalyst is O. The product is [ClH:37].[CH2:1]([N:8]1[CH2:13][CH2:12][N:11]([C:14]2[CH:15]=[C:16]3[C:17](=[CH:19][CH:20]=2)[NH:18][N:31]=[C:21]3[S:22]([C:25]2[CH:30]=[CH:29][CH:28]=[CH:27][CH:26]=2)(=[O:24])=[O:23])[CH2:10][CH2:9]1)[C:2]1[CH:3]=[CH:4][CH:5]=[CH:6][CH:7]=1. The yield is 0.640. (2) The reactants are CN(C(ON1N=NC2C=CC=NC1=2)=[N+](C)C)C.F[P-](F)(F)(F)(F)F.[CH3:25][O:26][C:27]1[CH:28]=[C:29]([N:36]([CH3:41])[CH2:37][CH2:38][NH:39][CH3:40])[CH:30]=[CH:31][C:32]=1[N+:33]([O-:35])=[O:34].[OH:42][CH2:43][C:44]([OH:46])=O.C(N(C(C)C)C(C)C)C. The catalyst is C(Cl)Cl. The product is [OH:42][CH2:43][C:44]([N:39]([CH2:38][CH2:37][N:36]([C:29]1[CH:30]=[CH:31][C:32]([N+:33]([O-:35])=[O:34])=[C:27]([O:26][CH3:25])[CH:28]=1)[CH3:41])[CH3:40])=[O:46]. The yield is 0.780. (3) The reactants are [ClH:1].C(OC(=O)[NH:8][CH2:9][CH2:10][NH:11][C:12]1[C:16]([C:17]2[N:21]([C:22]3[CH:27]=[CH:26][C:25]([F:28])=[C:24]([Br:29])[CH:23]=3)[C:20](=[O:30])[O:19][N:18]=2)=[N:15][O:14][N:13]=1)(C)(C)C. The catalyst is C(OCC)(=O)C. The product is [ClH:1].[NH2:8][CH2:9][CH2:10][NH:11][C:12]1[C:16]([C:17]2[N:21]([C:22]3[CH:27]=[CH:26][C:25]([F:28])=[C:24]([Br:29])[CH:23]=3)[C:20](=[O:30])[O:19][N:18]=2)=[N:15][O:14][N:13]=1. The yield is 0.950.